From a dataset of Forward reaction prediction with 1.9M reactions from USPTO patents (1976-2016). Predict the product of the given reaction. (1) The product is: [I:17][C:2]1[CH:9]=[CH:8][CH:7]=[C:6]([N+:10]([O-:12])=[O:11])[C:3]=1[C:4]#[N:5]. Given the reactants N[C:2]1[CH:9]=[CH:8][CH:7]=[C:6]([N+:10]([O-:12])=[O:11])[C:3]=1[C:4]#[N:5].N([O-])=O.[Na+].[I-:17].[K+].O, predict the reaction product. (2) Given the reactants [I:1][C:2]1[N:7]=[C:6]([CH3:8])[CH:5]=[CH:4][C:3]=1[OH:9].C(=O)([O-])[O-].[K+].[K+].Br[CH2:17][C:18]([O:20][C:21]([CH3:24])([CH3:23])[CH3:22])=[O:19], predict the reaction product. The product is: [I:1][C:2]1[C:3]([O:9][CH2:17][C:18]([O:20][C:21]([CH3:24])([CH3:23])[CH3:22])=[O:19])=[CH:4][CH:5]=[C:6]([CH3:8])[N:7]=1.